Dataset: Catalyst prediction with 721,799 reactions and 888 catalyst types from USPTO. Task: Predict which catalyst facilitates the given reaction. (1) Reactant: [CH3:1][N:2]([CH2:12][CH2:13][OH:14])[C:3]1[O:4][C:5]2[CH:11]=[CH:10][CH:9]=[CH:8][C:6]=2[N:7]=1.C1(P(C2C=CC=CC=2)C2C=CC=CC=2)C=CC=CC=1.O[C:35]1[CH:42]=[CH:41][C:38]([CH:39]=[O:40])=[CH:37][CH:36]=1.N(C(OCC)=O)=NC(OCC)=O. Product: [CH3:1][N:2]([CH2:12][CH2:13][O:14][C:35]1[CH:42]=[CH:41][C:38]([CH:39]=[O:40])=[CH:37][CH:36]=1)[C:3]1[O:4][C:5]2[CH:11]=[CH:10][CH:9]=[CH:8][C:6]=2[N:7]=1. The catalyst class is: 7. (2) Reactant: Cl[C:2]1[N:7]=[C:6]([S:8][CH3:9])[N:5]=[C:4]([NH:10][C:11]2[CH:12]=[C:13]([CH:19]=[CH:20][C:21]=2[CH3:22])[C:14]([NH:16][O:17][CH3:18])=[O:15])[C:3]=1[C:23]#[N:24].Cl.[CH3:26][NH:27][CH2:28][C:29]([CH3:32])([CH3:31])[CH3:30].CCN(C(C)C)C(C)C. Product: [C:23]([C:3]1[C:4]([NH:10][C:11]2[CH:12]=[C:13]([CH:19]=[CH:20][C:21]=2[CH3:22])[C:14]([NH:16][O:17][CH3:18])=[O:15])=[N:5][C:6]([S:8][CH3:9])=[N:7][C:2]=1[N:27]([CH2:28][C:29]([CH3:32])([CH3:31])[CH3:30])[CH3:26])#[N:24]. The catalyst class is: 1. (3) Reactant: [Br:1][C:2]1[N:3]=[CH:4][N:5]([C:18]2[C:23]([F:24])=[CH:22][CH:21]=[CH:20][C:19]=2[F:25])[C:6]=1[CH:7]([C:9]1[CH:14]=[CH:13][C:12]([O:15][CH3:16])=[CH:11][C:10]=1[Cl:17])[OH:8].[Cl:26]N1C(=O)CCC1=O. Product: [Br:1][C:2]1[N:3]=[C:4]([Cl:26])[N:5]([C:18]2[C:19]([F:25])=[CH:20][CH:21]=[CH:22][C:23]=2[F:24])[C:6]=1[CH:7]([C:9]1[CH:14]=[CH:13][C:12]([O:15][CH3:16])=[CH:11][C:10]=1[Cl:17])[OH:8]. The catalyst class is: 35. (4) Product: [Br:1][C:2]1[CH:3]=[C:4]([S:11]([N:27]2[CH2:26][CH2:25][N:24]([C:30]([O:32][C:33]([CH3:36])([CH3:35])[CH3:34])=[O:31])[CH2:29][CH2:28]2)(=[O:13])=[O:12])[CH:5]=[C:6]([N+:8]([O-:10])=[O:9])[CH:7]=1. The catalyst class is: 1. Reactant: [Br:1][C:2]1[CH:3]=[C:4]([S:11](Cl)(=[O:13])=[O:12])[CH:5]=[C:6]([N+:8]([O-:10])=[O:9])[CH:7]=1.C(N(CC)C(C)C)(C)C.[N:24]1([C:30]([O:32][C:33]([CH3:36])([CH3:35])[CH3:34])=[O:31])[CH2:29][CH2:28][NH:27][CH2:26][CH2:25]1. (5) Reactant: FC(F)(F)C([N:5]([C@@H:13]1[CH2:15][C@H:14]1[C:16]1[CH:21]=[CH:20][CH:19]=[CH:18][CH:17]=1)[CH2:6][CH:7]1[CH2:12][CH2:11][NH:10][CH2:9][CH2:8]1)=O.C(N(CC)CC)C.Cl[C:32]([O:34][CH2:35][CH3:36])=[O:33]. Product: [C:16]1([C@@H:14]2[CH2:15][C@H:13]2[NH:5][CH2:6][CH:7]2[CH2:8][CH2:9][N:10]([C:32]([O:34][CH2:35][CH3:36])=[O:33])[CH2:11][CH2:12]2)[CH:17]=[CH:18][CH:19]=[CH:20][CH:21]=1. The catalyst class is: 22. (6) Reactant: C([Mg]Br)(C)C.Br[C:7]1[CH:8]=[N:9][CH:10]=[CH:11][CH:12]=1.COCN[C:17](=[O:27])[CH2:18][NH:19][C:20](=[O:26])[O:21][C:22]([CH3:25])([CH3:24])[CH3:23]. The catalyst class is: 1. Product: [O:27]=[C:17]([C:7]1[CH:8]=[N:9][CH:10]=[CH:11][CH:12]=1)[CH2:18][NH:19][C:20](=[O:26])[O:21][C:22]([CH3:24])([CH3:23])[CH3:25].